This data is from Forward reaction prediction with 1.9M reactions from USPTO patents (1976-2016). The task is: Predict the product of the given reaction. (1) Given the reactants [CH3:1][C:2]1[O:6][N:5]=[CH:4][C:3]=1[C:7]([OH:9])=O.Cl.[F:11][C:12]1[CH:17]=[C:16]([F:18])[CH:15]=[CH:14][C:13]=1[C:19]1[O:23][N:22]=[C:21]([CH:24]2[CH2:29][CH2:28][CH2:27][NH:26][CH2:25]2)[N:20]=1, predict the reaction product. The product is: [F:11][C:12]1[CH:17]=[C:16]([F:18])[CH:15]=[CH:14][C:13]=1[C:19]1[O:23][N:22]=[C:21]([CH:24]2[CH2:29][CH2:28][CH2:27][N:26]([C:7]([C:3]3[CH:4]=[N:5][O:6][C:2]=3[CH3:1])=[O:9])[CH2:25]2)[N:20]=1. (2) Given the reactants [CH3:1][O:2][C:3](=[O:36])[CH2:4][CH2:5][CH2:6][CH2:7][CH2:8][CH:9]([O:32][CH2:33][CH:34]=C)[C:10](=[O:31])[NH:11][C:12]1[CH:17]=[CH:16][CH:15]=[CH:14][C:13]=1[O:18][CH:19]([C:23]1[CH:28]=[CH:27][C:26]([O:29][CH3:30])=[CH:25][CH:24]=1)[CH2:20][CH:21]=C.N1C=CC=CC=1, predict the reaction product. The product is: [CH3:1][O:2][C:3](=[O:36])[CH2:4][CH2:5][CH2:6][CH2:7][CH2:8][CH:9]1[O:32][CH2:33][CH2:34][CH2:21][CH2:20][CH:19]([C:23]2[CH:28]=[CH:27][C:26]([O:29][CH3:30])=[CH:25][CH:24]=2)[O:18][C:13]2[CH:14]=[CH:15][CH:16]=[CH:17][C:12]=2[NH:11][C:10]1=[O:31]. (3) Given the reactants C(OC([N:6]1[CH2:10][CH2:9][CH2:8][C:7]1=[O:11])=O)C.[OH-:12].[Na+].C[CH2:15][OH:16], predict the reaction product. The product is: [O:11]=[C:7]1[CH:8]([C:15]([OH:16])=[O:12])[CH2:9][CH2:10][NH:6]1.